From a dataset of CYP2C9 inhibition data for predicting drug metabolism from PubChem BioAssay. Regression/Classification. Given a drug SMILES string, predict its absorption, distribution, metabolism, or excretion properties. Task type varies by dataset: regression for continuous measurements (e.g., permeability, clearance, half-life) or binary classification for categorical outcomes (e.g., BBB penetration, CYP inhibition). Dataset: cyp2c9_veith. The drug is CC(C)Cc1nc(N2CCN(C(=O)c3ccccc3)CC2)c(C#N)c2c1CCC2. The result is 1 (inhibitor).